Dataset: Forward reaction prediction with 1.9M reactions from USPTO patents (1976-2016). Task: Predict the product of the given reaction. (1) Given the reactants [CH3:1][C:2]1[C:7]2[C:8](=[O:11])[CH2:9][O:10][C:6]=2[CH:5]=[CH:4][CH:3]=1.C1(C)C=CC=CC=1.[C:19]([O:23][CH2:24][CH3:25])(=[O:22])[CH:20]=[O:21], predict the reaction product. The product is: [OH:21][CH:20]([CH:9]1[C:8](=[O:11])[C:7]2[C:2]([CH3:1])=[CH:3][CH:4]=[CH:5][C:6]=2[O:10]1)[C:19]([O:23][CH2:24][CH3:25])=[O:22]. (2) Given the reactants [C:1]([N:4]1[C:12]2[C:7](=[CH:8][CH:9]=[C:10]([NH:13][C:14](=[O:22])[C:15]3[CH:20]=[CH:19][CH:18]=[N:17][C:16]=3F)[CH:11]=2)[C:6]([CH3:24])([CH3:23])[CH2:5]1)(=[O:3])[CH3:2].Cl.Cl.[NH:27]1[C:31]2=[N:32][CH:33]=[CH:34][C:35]([CH2:36][NH2:37])=[C:30]2[CH2:29][CH2:28]1, predict the reaction product. The product is: [C:1]([N:4]1[C:12]2[C:7](=[CH:8][CH:9]=[C:10]([NH:13][C:14](=[O:22])[C:15]3[CH:20]=[CH:19][CH:18]=[N:17][C:16]=3[NH:37][CH2:36][C:35]3[CH:34]=[CH:33][N:32]=[C:31]4[NH:27][CH2:28][CH2:29][C:30]=34)[CH:11]=2)[C:6]([CH3:24])([CH3:23])[CH2:5]1)(=[O:3])[CH3:2]. (3) Given the reactants [CH3:1][N:2]([CH3:13])[C:3]1[CH:8]=[CH:7][C:6](I)=[CH:5][C:4]=1[O:10][CH2:11][CH3:12].O.[CH3:15][N:16](C=O)C, predict the reaction product. The product is: [CH3:1][N:2]([CH3:13])[C:3]1[CH:8]=[CH:7][C:6]([C:15]#[N:16])=[CH:5][C:4]=1[O:10][CH2:11][CH3:12].